Dataset: Forward reaction prediction with 1.9M reactions from USPTO patents (1976-2016). Task: Predict the product of the given reaction. Given the reactants [NH2:1][C:2]1[NH:7][C:6](=[S:8])[C:5]([C:9]#[N:10])=[C:4]([C:11]2[O:12][CH:13]=[CH:14][CH:15]=2)[C:3]=1[C:16]#[N:17].[CH3:18][O-].[Na+].CI, predict the reaction product. The product is: [NH2:1][C:2]1[C:3]([C:16]#[N:17])=[C:4]([C:11]2[O:12][CH:13]=[CH:14][CH:15]=2)[C:5]([C:9]#[N:10])=[C:6]([S:8][CH3:18])[N:7]=1.